This data is from Full USPTO retrosynthesis dataset with 1.9M reactions from patents (1976-2016). The task is: Predict the reactants needed to synthesize the given product. (1) Given the product [CH3:44][C:43]([CH3:46])([CH3:45])[C:42]([O:13][C:3]([C:2]([F:1])([F:14])[F:15])([C:9]([F:12])([F:10])[F:11])[CH2:4][S:5]([O-:8])(=[O:7])=[O:6])=[O:47].[C:29]1([S+:22]([C:16]2[CH:17]=[CH:18][CH:19]=[CH:20][CH:21]=2)[C:23]2[CH:28]=[CH:27][CH:26]=[CH:25][CH:24]=2)[CH:30]=[CH:31][CH:32]=[CH:33][CH:34]=1, predict the reactants needed to synthesize it. The reactants are: [F:1][C:2]([F:15])([F:14])[C:3]([OH:13])([C:9]([F:12])([F:11])[F:10])[CH2:4][S:5]([O-:8])(=[O:7])=[O:6].[C:16]1([S+:22]([C:29]2[CH:34]=[CH:33][CH:32]=[CH:31][CH:30]=2)[C:23]2[CH:28]=[CH:27][CH:26]=[CH:25][CH:24]=2)[CH:21]=[CH:20][CH:19]=[CH:18][CH:17]=1.C(N(CC)CC)C.[C:42](Cl)(=[O:47])[C:43]([CH3:46])([CH3:45])[CH3:44]. (2) Given the product [OH:18][C@H:10]1[CH2:11][C:12]2[C:17](=[CH:16][CH:15]=[CH:14][CH:13]=2)[C@H:9]1[NH:8][C:1](=[O:7])[CH2:2][CH2:3][CH:4]=[CH2:5], predict the reactants needed to synthesize it. The reactants are: [C:1]([OH:7])(=O)[CH2:2][CH2:3][CH:4]=[CH2:5].[NH2:8][C@@H:9]1[C:17]2[C:12](=[CH:13][CH:14]=[CH:15][CH:16]=2)[CH2:11][C@@H:10]1[OH:18]. (3) Given the product [CH3:20][C:6]1[N:5]([C@H:3]([CH3:4])[CH2:2][O:1][C:23]2[CH:22]=[N:21][CH:26]=[CH:25][CH:24]=2)[C:13]2[C:8]([CH:7]=1)=[C:9]([C:16]([F:19])([F:17])[F:18])[C:10]([C:14]#[N:15])=[CH:11][CH:12]=2, predict the reactants needed to synthesize it. The reactants are: [OH:1][CH2:2][C@H:3]([N:5]1[C:13]2[C:8](=[C:9]([C:16]([F:19])([F:18])[F:17])[C:10]([C:14]#[N:15])=[CH:11][CH:12]=2)[CH:7]=[C:6]1[CH3:20])[CH3:4].[N:21]1[CH:26]=[CH:25][CH:24]=[C:23](O)[CH:22]=1. (4) Given the product [CH:1]1([O:6][CH:7]([C:11]2[CH:16]=[CH:15][C:14]([Cl:17])=[C:13]([Cl:18])[CH:12]=2)[C:8]([NH2:27])=[O:9])[CH2:5][CH2:4][CH2:3][CH2:2]1, predict the reactants needed to synthesize it. The reactants are: [CH:1]1([O:6][CH:7]([C:11]2[CH:16]=[CH:15][C:14]([Cl:17])=[C:13]([Cl:18])[CH:12]=2)[C:8](O)=[O:9])[CH2:5][CH2:4][CH2:3][CH2:2]1.C(Cl)(=O)C(Cl)=O.C[Si](C)(C)[NH:27][Si](C)(C)C. (5) Given the product [C:1]([C:4]1[CH:9]=[CH:8][C:7]([S:10]([NH:14][CH2:15][C:16]([OH:18])=[O:17])(=[O:12])=[O:11])=[CH:6][CH:5]=1)(=[O:3])[CH3:2], predict the reactants needed to synthesize it. The reactants are: [C:1]([C:4]1[CH:9]=[CH:8][C:7]([S:10](Cl)(=[O:12])=[O:11])=[CH:6][CH:5]=1)(=[O:3])[CH3:2].[NH2:14][CH2:15][C:16]([OH:18])=[O:17].Cl. (6) Given the product [CH:1]1([C:19]2[CH:20]=[C:21]([O:23][CH3:24])[CH:22]=[C:9]([F:8])[C:10]=2[C:11]2[O:16][CH2:15][C:14]([CH3:18])([CH3:17])[N:13]=2)[CH2:3][CH2:2]1, predict the reactants needed to synthesize it. The reactants are: [CH:1]1(Br)[CH2:3][CH2:2]1.[Mg].II.[F:8][C:9]1[CH:22]=[C:21]([O:23][CH3:24])[CH:20]=[C:19](F)[C:10]=1[C:11]([NH:13][C:14]([CH3:18])([CH3:17])[CH2:15][OH:16])=O. (7) The reactants are: [NH2:1][C:2]1[CH:3]=[CH:4][C:5]([CH3:9])=[CH:6][C:7]=1[OH:8].Br[C:11]([CH3:16])([CH3:15])[C:12](Br)=[O:13]. Given the product [CH3:15][C:11]1([CH3:16])[C:12](=[O:13])[NH:1][C:2]2[CH:3]=[CH:4][C:5]([CH3:9])=[CH:6][C:7]=2[O:8]1, predict the reactants needed to synthesize it.